Task: Regression/Classification. Given a drug SMILES string, predict its absorption, distribution, metabolism, or excretion properties. Task type varies by dataset: regression for continuous measurements (e.g., permeability, clearance, half-life) or binary classification for categorical outcomes (e.g., BBB penetration, CYP inhibition). For this dataset (caco2_wang), we predict Y.. Dataset: Caco-2 cell permeability data measuring drug intestinal absorption for ~900 compounds (1) The compound is CO[C@@H]1C=CO[C@@]2(C)Oc3c(C)c(O)c4c(c3C2=O)C(=O)/C(=C\NN2CCN(C)CC2)C(=C4O)NC(=O)C(C)=CC=C[C@@H](C)[C@H](O)[C@H](C)[C@H](O)[C@@H](C)[C@@H](OC(C)=O)[C@@H]1C. The Y is -5.40 log Papp (cm/s). (2) The compound is Clc1ccc(C2CN3CCN=C3c3ccccc32)cc1. The Y is -4.72 log Papp (cm/s).